This data is from Forward reaction prediction with 1.9M reactions from USPTO patents (1976-2016). The task is: Predict the product of the given reaction. (1) Given the reactants F[C:2]1[C:7](F)=[CH:6][C:5]([C:9]2[CH:14]=[CH:13][N:12]=[CH:11][C:10]=2[N:15]([CH2:32]CS(C)(=O)=O)C(=O)C2C=C(C(F)(F)F)N=C(C(F)(F)F)C=2)=[C:4]([O:38][CH3:39])[CH:3]=1.[CH3:40][O:41]C1C(OC)=CC=CC=1B(O)O, predict the reaction product. The product is: [CH3:39][O:38][C:4]1[C:3]([O:41][CH3:40])=[CH:2][CH:7]=[CH:6][C:5]=1[C:9]1[CH:14]=[CH:13][N:12]=[CH:11][C:10]=1[NH:15][CH3:32]. (2) The product is: [CH2:1]([O:5][C:6]([N:8]([S:35]([C:38]1[CH:43]=[CH:42][C:41]([CH3:44])=[CH:40][CH:39]=1)(=[O:37])=[O:36])[CH2:9][CH2:10][N:11]([S:25]([C:28]1[CH:33]=[CH:32][C:31]([CH3:34])=[CH:30][CH:29]=1)(=[O:26])=[O:27])[CH2:12][CH2:13][N:14]([S:15]([C:18]1[CH:19]=[CH:20][C:21]([CH3:24])=[CH:22][CH:23]=1)(=[O:16])=[O:17])[CH2:46][CH2:47][CH2:48][CH2:49][CH2:50][CH2:51][CH2:52][CH2:53][CH2:54][OH:55])=[O:7])[CH2:2][CH2:3][CH3:4]. Given the reactants [CH2:1]([O:5][C:6]([N:8]([S:35]([C:38]1[CH:43]=[CH:42][C:41]([CH3:44])=[CH:40][CH:39]=1)(=[O:37])=[O:36])[CH2:9][CH2:10][N:11]([S:25]([C:28]1[CH:33]=[CH:32][C:31]([CH3:34])=[CH:30][CH:29]=1)(=[O:27])=[O:26])[CH2:12][CH2:13][NH:14][S:15]([C:18]1[CH:23]=[CH:22][C:21]([CH3:24])=[CH:20][CH:19]=1)(=[O:17])=[O:16])=[O:7])[CH2:2][CH2:3][CH3:4].Br[CH2:46][CH2:47][CH2:48][CH2:49][CH2:50][CH2:51][CH2:52][CH2:53][CH2:54][OH:55].C([O-])([O-])=O.[Cs+].[Cs+], predict the reaction product. (3) Given the reactants OCCCCCCCCCCCCCCC(O)=O.B(F)(F)F.[CH3:23][O:24][C:25](=[O:41])[CH2:26][CH2:27][CH2:28][CH2:29][CH2:30][CH2:31][CH2:32][CH2:33][CH2:34][CH2:35][CH2:36][CH2:37][CH2:38][CH2:39]O.[Cr](Cl)([O-])(=O)=O.[NH+:47]1[CH:52]=CC=CC=1.COC(=O)CCCCCCCCCCCCCC=O.[C-]#[N:73].[K+].[Cl-].[NH4+], predict the reaction product. The product is: [C:25]([C:26]([NH2:73])([CH2:27][CH2:28][CH2:29][CH2:30][CH2:31][CH2:32][CH2:33][CH2:34][CH2:35][CH2:36][CH2:37][CH2:38][CH3:39])[C:52]#[N:47])([O:24][CH3:23])=[O:41].